Dataset: Catalyst prediction with 721,799 reactions and 888 catalyst types from USPTO. Task: Predict which catalyst facilitates the given reaction. (1) Reactant: CN(C1C=CC=CN=1)C.CCN=C=NCCCN(C)C.C1C=CC2N(O)N=NC=2C=1.[NH:31]1[CH2:34][CH:33]([CH2:35][C:36]2[S:37][CH:38]=[C:39]([C:41]3[CH:46]=[CH:45][C:44]([F:47])=[CH:43][CH:42]=3)[N:40]=2)[CH2:32]1.[F:48][C:49]([F:65])([F:64])[C:50]1[O:54][N:53]=[C:52]([C:55]2[CH:56]=[C:57]([CH:61]=[CH:62][CH:63]=2)[C:58](O)=[O:59])[N:51]=1. Product: [F:47][C:44]1[CH:45]=[CH:46][C:41]([C:39]2[N:40]=[C:36]([CH2:35][CH:33]3[CH2:34][N:31]([C:58]([C:57]4[CH:61]=[CH:62][CH:63]=[C:55]([C:52]5[N:51]=[C:50]([C:49]([F:64])([F:48])[F:65])[O:54][N:53]=5)[CH:56]=4)=[O:59])[CH2:32]3)[S:37][CH:38]=2)=[CH:42][CH:43]=1. The catalyst class is: 3. (2) Reactant: C[Si]([N-][Si](C)(C)C)(C)C.[Li+].[C:11]([C:14]1[CH:18]=[CH:17][N:16]([CH3:19])[N:15]=1)(=[O:13])[CH3:12].[C:20](OC)(=[O:25])[C:21]([O:23][CH3:24])=[O:22].O. Product: [CH3:24][O:23][C:21](=[O:22])[C:20](=[O:25])[CH2:12][C:11]([C:14]1[CH:18]=[CH:17][N:16]([CH3:19])[N:15]=1)=[O:13]. The catalyst class is: 305. (3) Reactant: [C:1]([O:7][CH2:8][C@H:9]([C:15]1[C:24]([CH3:25])=[CH:23][C:18]2[N:19]=[C:20](Br)[S:21][C:17]=2[C:16]=1[C:26]1[CH:31]=[CH:30][C:29]([Cl:32])=[CH:28][CH:27]=1)[O:10][C:11]([CH3:14])([CH3:13])[CH3:12])(=[O:6])[C:2]([CH3:5])([CH3:4])[CH3:3].CC1(C)C(C)(C)OB([C:41]2[CH:42]=[C:43]3[CH:49]=[N:48][NH:47][C:44]3=[N:45][CH:46]=2)O1.C([O-])([O-])=O.[K+].[K+]. Product: [C:1]([O:7][CH2:8][C@@H:9]([O:10][C:11]([CH3:14])([CH3:13])[CH3:12])[C:15]1[C:24]([CH3:25])=[CH:23][C:18]2[N:19]=[C:20]([C:41]3[CH:42]=[C:43]4[CH:49]=[N:48][NH:47][C:44]4=[N:45][CH:46]=3)[S:21][C:17]=2[C:16]=1[C:26]1[CH:31]=[CH:30][C:29]([Cl:32])=[CH:28][CH:27]=1)(=[O:6])[C:2]([CH3:5])([CH3:4])[CH3:3]. The catalyst class is: 70. (4) Reactant: Cl[C:2]1[CH:7]=[C:6]([Cl:8])[N:5]=[C:4]([CH3:9])[N:3]=1.[C:10]([O:14][C:15]([N:17]1[CH2:23][CH2:22][CH2:21][NH:20][CH2:19][CH2:18]1)=[O:16])([CH3:13])([CH3:12])[CH3:11]. Product: [C:10]([O:14][C:15]([N:17]1[CH2:23][CH2:22][CH2:21][N:20]([C:2]2[CH:7]=[C:6]([Cl:8])[N:5]=[C:4]([CH3:9])[N:3]=2)[CH2:19][CH2:18]1)=[O:16])([CH3:13])([CH3:11])[CH3:12]. The catalyst class is: 12.